This data is from hERG Central: cardiac toxicity at 1µM, 10µM, and general inhibition. The task is: Predict hERG channel inhibition at various concentrations. The molecule is COc1ccc(C(=O)NC2CC2)cc1OC1CCN(Cc2ccc(F)cc2Cl)CC1. Results: hERG_inhib (hERG inhibition (general)): blocker.